From a dataset of Full USPTO retrosynthesis dataset with 1.9M reactions from patents (1976-2016). Predict the reactants needed to synthesize the given product. (1) Given the product [I:14][C:11]1[CH:12]=[CH:13][C:8]([C:5]2[O:4][C:3]([CH2:2][N:18]([CH3:19])[CH3:17])=[N:7][N:6]=2)=[CH:9][CH:10]=1, predict the reactants needed to synthesize it. The reactants are: Cl[CH2:2][C:3]1[O:4][C:5]([C:8]2[CH:13]=[CH:12][C:11]([I:14])=[CH:10][CH:9]=2)=[N:6][N:7]=1.[I-].[K+].[CH3:17][NH:18][CH3:19]. (2) Given the product [CH2:1]([C:3]1[S:4][C:5]([CH3:51])=[C:6](/[CH:8]=[CH:9]/[C:10]2[C:11]([O:21][CH2:22][C:23]3[CH:48]=[CH:47][C:26]([O:27][CH2:28][C:29]4[N:30]=[C:31]([C:35]5[CH:36]=[CH:37][C:38]([CH2:41][C:42]([OH:44])=[O:43])=[CH:39][CH:40]=5)[O:32][C:33]=4[CH3:34])=[C:25]([O:49][CH3:50])[CH:24]=3)=[N:12][N:13]([C:15]3[CH:16]=[CH:17][CH:18]=[CH:19][CH:20]=3)[CH:14]=2)[N:7]=1)[CH3:2], predict the reactants needed to synthesize it. The reactants are: [CH2:1]([C:3]1[S:4][C:5]([CH3:51])=[C:6](/[CH:8]=[CH:9]/[C:10]2[C:11]([O:21][CH2:22][C:23]3[CH:48]=[CH:47][C:26]([O:27][CH2:28][C:29]4[N:30]=[C:31]([C:35]5[CH:40]=[CH:39][C:38]([CH2:41][C:42]([O:44]CC)=[O:43])=[CH:37][CH:36]=5)[O:32][C:33]=4[CH3:34])=[C:25]([O:49][CH3:50])[CH:24]=3)=[N:12][N:13]([C:15]3[CH:20]=[CH:19][CH:18]=[CH:17][CH:16]=3)[CH:14]=2)[N:7]=1)[CH3:2].O1CCCC1.[OH-].[Na+].Cl. (3) Given the product [NH:12]1[C:20]2[C:15](=[CH:16][CH:17]=[CH:18][CH:19]=2)[CH:14]=[C:13]1[C:21]([NH:1][CH2:2][CH2:3][CH2:4][CH2:5][CH2:6][CH2:7][C:8]([O:10][CH3:11])=[O:9])=[O:22], predict the reactants needed to synthesize it. The reactants are: [NH2:1][CH2:2][CH2:3][CH2:4][CH2:5][CH2:6][CH2:7][C:8]([O:10][CH3:11])=[O:9].[NH:12]1[C:20]2[C:15](=[CH:16][CH:17]=[CH:18][CH:19]=2)[CH:14]=[C:13]1[C:21](O)=[O:22].NC1C=CC=CC=1. (4) The reactants are: [CH3:1][N:2]([C:4]1[CH:5]=[CH:6][C:7]2[N:20]=[C:19]3[C:11](=[CH:12][C:13]([CH:17]=[CH:18]3)=[N+](C)C)[S:10][C:8]=2[CH:9]=1)[CH3:3].CC[O:23]C(C)=O.CO. Given the product [CH3:1][N:2]([CH3:3])[C:4]1[CH:9]=[C:8]2[C:7](=[CH:6][CH:5]=1)[N:20]=[C:19]1[C:11](=[CH:12][C:13](=[O:23])[CH:17]=[CH:18]1)[S:10]2, predict the reactants needed to synthesize it. (5) The reactants are: Cl.C(OC([N:9]1[CH2:14][CH2:13][N:12](C(OCC2C=CC=CC=2)=O)[CH2:11][C@H:10]1[CH2:25][N:26]([CH2:43][C:44]1[CH:49]=[CH:48][CH:47]=[CH:46][C:45]=1[O:50][CH3:51])[CH2:27][C:28](=O)[CH:29]([C:36]1[CH:41]=[CH:40][CH:39]=[CH:38][CH:37]=1)[C:30]1[CH:35]=[CH:34][CH:33]=[CH:32][CH:31]=1)=O)(C)(C)C.[C:52]([O:55][CH2:56][CH3:57])(=[O:54])C. Given the product [CH2:56]([O:55][C:52]([N:12]1[CH2:13][CH2:14][N:9]2[C@H:28]([CH:29]([C:30]3[CH:31]=[CH:32][CH:33]=[CH:34][CH:35]=3)[C:36]3[CH:37]=[CH:38][CH:39]=[CH:40][CH:41]=3)[CH2:27][N:26]([CH2:43][C:44]3[CH:49]=[CH:48][CH:47]=[CH:46][C:45]=3[O:50][CH3:51])[CH2:25][C@@H:10]2[CH2:11]1)=[O:54])[C:57]1[CH:31]=[CH:30][CH:29]=[CH:28][CH:27]=1, predict the reactants needed to synthesize it. (6) Given the product [CH3:1][C:2]1[C:10]([NH:11][C:12]([C:14]2[C:15]([C:20]3[CH:21]=[CH:22][C:23]([C:26]([F:27])([F:29])[F:28])=[CH:24][CH:25]=3)=[CH:16][CH:17]=[CH:18][CH:19]=2)=[O:13])=[C:9]([CH3:30])[CH:8]=[C:7]2[C:3]=1[CH2:4][CH2:5][N:6]2[CH2:32][CH2:31][C:33]1[CH:38]=[CH:37][CH:36]=[CH:35][N:34]=1, predict the reactants needed to synthesize it. The reactants are: [CH3:1][C:2]1[C:10]([NH:11][C:12]([C:14]2[C:15]([C:20]3[CH:25]=[CH:24][C:23]([C:26]([F:29])([F:28])[F:27])=[CH:22][CH:21]=3)=[CH:16][CH:17]=[CH:18][CH:19]=2)=[O:13])=[C:9]([CH3:30])[CH:8]=[C:7]2[C:3]=1[CH2:4][CH2:5][NH:6]2.[CH:31]([C:33]1[CH:38]=[CH:37][CH:36]=[CH:35][N:34]=1)=[CH2:32].CS(O)(=O)=O.